Dataset: Forward reaction prediction with 1.9M reactions from USPTO patents (1976-2016). Task: Predict the product of the given reaction. Given the reactants [CH3:1][O:2][C:3]1[CH:11]=[C:10]2[C:6]([CH:7]=[N:8][NH:9]2)=[CH:5][C:4]=1[NH:12][C:13]1[C:14]2[C:21]3[CH2:22][CH2:23][CH:24]([C:26](O)=[O:27])[CH2:25][C:20]=3[S:19][C:15]=2[N:16]=[CH:17][N:18]=1.[CH3:29][C:30]1([CH3:35])[CH2:34][CH2:33][NH:32][CH2:31]1, predict the reaction product. The product is: [CH3:29][C:30]1([CH3:35])[CH2:34][CH2:33][N:32]([C:26]([CH:24]2[CH2:23][CH2:22][C:21]3[C:14]4[C:13]([NH:12][C:4]5[CH:5]=[C:6]6[C:10](=[CH:11][C:3]=5[O:2][CH3:1])[NH:9][N:8]=[CH:7]6)=[N:18][CH:17]=[N:16][C:15]=4[S:19][C:20]=3[CH2:25]2)=[O:27])[CH2:31]1.